This data is from Forward reaction prediction with 1.9M reactions from USPTO patents (1976-2016). The task is: Predict the product of the given reaction. (1) Given the reactants C(O[C:6]([NH:8][CH2:9][CH2:10][CH2:11][C:12]1[C:13]([C:24]2[CH:29]=[CH:28][N:27]=[CH:26][CH:25]=2)=[C:14](C2C=CC(F)=CC=2)[NH:15][CH:16]=1)=O)(C)(C)C.BrC1C(C2C=CN=CC=2)=C([C:46]2[CH:51]=[CH:50][C:49]([F:52])=[CH:48][CH:47]=2)N([Si](C(C)C)(C(C)C)C(C)C)C=1.[CH2:59]1[CH:67]2N([CH2:67][CH2:59][C:60](=O)[CH2:61]2)[CH2:61][CH2:60]1.C(N1CCC(=O)CC1)C1C=CC=CC=1, predict the reaction product. The product is: [F:52][C:49]1[CH:48]=[C:47]([C:14]2[NH:15][CH:16]=[C:12]([C:11]3[CH2:61][CH:60]4[N:8]([CH2:6][CH2:67][CH2:59]4)[CH2:9][CH:10]=3)[C:13]=2[C:24]2[CH:29]=[CH:28][N:27]=[CH:26][CH:25]=2)[CH:46]=[CH:51][CH:50]=1. (2) Given the reactants [CH3:1][C:2]1[C:10]2[S:9][C:8](N)=[N:7][C:6]=2[CH:5]=[CH:4][C:3]=1[N+:12]([O-:14])=[O:13].N([O-])=O.[Na+].[ClH:19], predict the reaction product. The product is: [Cl:19][C:8]1[S:9][C:10]2[C:2]([CH3:1])=[C:3]([N+:12]([O-:14])=[O:13])[CH:4]=[CH:5][C:6]=2[N:7]=1. (3) Given the reactants [CH:1]1[N:5]=[C:4]([CH:6]2[CH2:11][CH2:10][CH2:9][N:8](C(OC(C)(C)C)=O)[CH2:7]2)[N:3]2[CH2:19][CH2:20][CH2:21][C:2]=12.[F:22][C:23]([F:28])([F:27])[C:24]([OH:26])=[O:25], predict the reaction product. The product is: [F:22][C:23]([F:28])([F:27])[C:24]([OH:26])=[O:25].[NH:8]1[CH2:9][CH2:10][CH2:11][CH:6]([C:4]2[N:3]3[CH2:19][CH2:20][CH2:21][C:2]3=[CH:1][N:5]=2)[CH2:7]1. (4) The product is: [CH3:1][O:2][C:3]([CH3:24])([CH3:23])[CH2:4][C:5]1[N:6]=[C:7]([C:10]2[O:14][C:13]([CH2:15][C:16]([CH3:22])([CH3:21])[C:17]([OH:19])=[O:18])=[N:12][N:11]=2)[S:8][C:9]=1[C:26]1[C:35]2[C:30](=[CH:31][CH:32]=[CH:33][CH:34]=2)[C:29]([S:36](=[O:37])(=[O:38])[NH:39][C@@H:40]([CH3:45])[C:41]([F:43])([F:42])[F:44])=[CH:28][CH:27]=1. Given the reactants [CH3:1][O:2][C:3]([CH3:24])([CH3:23])[CH2:4][C:5]1[N:6]=[C:7]([C:10]2[O:14][C:13]([CH2:15][C:16]([CH3:22])([CH3:21])[C:17]([O:19]C)=[O:18])=[N:12][N:11]=2)[S:8][CH:9]=1.Br[C:26]1[C:35]2[C:30](=[CH:31][CH:32]=[CH:33][CH:34]=2)[C:29]([S:36]([NH:39][C@@H:40]([CH3:45])[C:41]([F:44])([F:43])[F:42])(=[O:38])=[O:37])=[CH:28][CH:27]=1, predict the reaction product. (5) The product is: [CH2:11]([O:10][C:8]([C@H:5]1[CH2:6][CH2:7][C@@H:2]([NH:14][NH:13][C:15]([O:17][C:18]([CH3:21])([CH3:20])[CH3:19])=[O:16])[CH2:3][CH2:4]1)=[O:9])[CH3:12].[CH2:11]([O:10][C:8]([C@H:5]1[CH2:6][CH2:7][C@H:2]([NH:14][NH:13][C:15]([O:17][C:18]([CH3:21])([CH3:20])[CH3:19])=[O:16])[CH2:3][CH2:4]1)=[O:9])[CH3:12]. Given the reactants O=[C:2]1[CH2:7][CH2:6][CH:5]([C:8]([O:10][CH2:11][CH3:12])=[O:9])[CH2:4][CH2:3]1.[NH:13]([C:15]([O:17][C:18]([CH3:21])([CH3:20])[CH3:19])=[O:16])[NH2:14].C(O)(=O)C.C(O[BH-](OC(=O)C)OC(=O)C)(=O)C.[Na+], predict the reaction product. (6) The product is: [CH2:23]([O:20][C:19]1[C:14]([Br:13])=[N:15][CH:16]=[CH:17][CH:18]=1)[CH:22]=[CH2:21]. Given the reactants N(C(OCC)=O)=NC(OCC)=O.[Br:13][C:14]1[C:19]([OH:20])=[CH:18][CH:17]=[CH:16][N:15]=1.[CH2:21](O)[CH:22]=[CH2:23].C1C=CC(P(C2C=CC=CC=2)C2C=CC=CC=2)=CC=1, predict the reaction product. (7) Given the reactants [Br:1][C:2]1[C:3]([CH3:11])=[N:4][CH:5]=[C:6]([N+:8]([O-])=O)[CH:7]=1.O.[NH4+].[Cl-], predict the reaction product. The product is: [Br:1][C:2]1[CH:7]=[C:6]([NH2:8])[CH:5]=[N:4][C:3]=1[CH3:11].